From a dataset of Forward reaction prediction with 1.9M reactions from USPTO patents (1976-2016). Predict the product of the given reaction. (1) Given the reactants [Cl:1][C:2]1[CH:7]=[CH:6][C:5]([CH:8]([C:14]2[CH:19]=[CH:18][C:17]([Cl:20])=[CH:16][CH:15]=2)[S:9][CH2:10][C:11]([OH:13])=O)=[CH:4][CH:3]=1.[CH2:21]([NH2:24])[CH2:22][CH3:23], predict the reaction product. The product is: [Cl:20][C:17]1[CH:18]=[CH:19][C:14]([CH:8]([C:5]2[CH:4]=[CH:3][C:2]([Cl:1])=[CH:7][CH:6]=2)[S:9][CH2:10][C:11]([NH:24][CH2:21][CH2:22][CH3:23])=[O:13])=[CH:15][CH:16]=1. (2) Given the reactants [CH:1]1([C:7]([O:9][CH2:10][CH:11]=[CH2:12])=[O:8])[CH2:6][CH2:5][CH:4]=[CH:3][CH2:2]1.C([NH+](CCCCCCCC)CCCCCCCC)CCCCCCC.S(OC)(O)(=O)=[O:39].NCP(=O)(O)O, predict the reaction product. The product is: [O:39]1[CH:4]2[CH:3]1[CH2:2][CH:1]([C:7]([O:9][CH2:10][CH:11]=[CH2:12])=[O:8])[CH2:6][CH2:5]2.